From a dataset of Catalyst prediction with 721,799 reactions and 888 catalyst types from USPTO. Predict which catalyst facilitates the given reaction. (1) Reactant: C(=O)([O-])[O-].[CH3:5][N+:6]12[CH2:13][CH2:12][CH:9]([CH2:10][CH2:11]1)[CH2:8][CH2:7]2.[CH3:14][N+:15]12[CH2:22][CH2:21][CH:18]([CH2:19][CH2:20]1)[CH2:17][CH2:16]2.CO.[C:25]([OH:32])(=[O:31])[CH2:26][CH2:27][C:28]([OH:30])=[O:29].C(=O)=O.C(O)C. Product: [C:25]([O-:32])(=[O:31])[CH2:26][CH2:27][C:28]([O-:30])=[O:29].[CH3:5][N+:6]12[CH2:13][CH2:12][CH:9]([CH2:10][CH2:11]1)[CH2:8][CH2:7]2.[CH3:14][N+:15]12[CH2:22][CH2:21][CH:18]([CH2:19][CH2:20]1)[CH2:17][CH2:16]2. The catalyst class is: 5. (2) Reactant: C(OC(=O)[NH:7][C:8]1[CH:13]=[C:12]([N:14]2[CH2:19][CH2:18][O:17][CH2:16][CH2:15]2)[C:11]([C:20]([F:23])([F:22])[F:21])=[CH:10][C:9]=1[NH:24][C:25](=[O:48])[CH2:26][C:27](=O)[C:28]1[CH:33]=[CH:32][CH:31]=[C:30]([C:34]2[O:38][N:37]=[C:36]([CH2:39][O:40]C3CCCCO3)[CH:35]=2)[CH:29]=1)(C)(C)C.C(O)(C(F)(F)F)=O. Product: [OH:40][CH2:39][C:36]1[CH:35]=[C:34]([C:30]2[CH:29]=[C:28]([C:27]3[CH2:26][C:25](=[O:48])[NH:24][C:9]4[CH:10]=[C:11]([C:20]([F:22])([F:21])[F:23])[C:12]([N:14]5[CH2:19][CH2:18][O:17][CH2:16][CH2:15]5)=[CH:13][C:8]=4[N:7]=3)[CH:33]=[CH:32][CH:31]=2)[O:38][N:37]=1. The catalyst class is: 2.